From a dataset of Forward reaction prediction with 1.9M reactions from USPTO patents (1976-2016). Predict the product of the given reaction. Given the reactants [Cl:1][C:2]1[CH:7]=[CH:6][CH:5]=[C:4]([Cl:8])[C:3]=1[CH2:9][CH:10]([N:14]1[CH2:18][C:17]([O:19][C:20]2[C:25]([F:26])=[CH:24][CH:23]=[CH:22][C:21]=2[F:27])=[CH:16][C:15]1=[O:28])[C:11]([OH:13])=O.[C:29](Cl)(=O)C(Cl)=O.Cl.[OH:36][C@@H:37]([CH2:67]O)[CH2:38][N:39]1[CH:43]=[CH:42][C:41]([NH:44]C(=O)[C@@H](N2CC(OC3C=CC=C(Cl)C=3Cl)=CC2=O)CC(C)C)=[N:40]1.N1C(C)=CC=CC=1C, predict the reaction product. The product is: [Cl:1][C:2]1[CH:7]=[CH:6][CH:5]=[C:4]([Cl:8])[C:3]=1[CH2:9][CH:10]([N:14]1[CH2:18][C:17]([O:19][C:20]2[C:25]([F:26])=[CH:24][CH:23]=[CH:22][C:21]=2[F:27])=[CH:16][C:15]1=[O:28])[C:11]([NH:44][C:41]1[CH:42]=[CH:43][N:39]([CH2:38][C:37]([OH:36])([CH3:67])[CH3:29])[N:40]=1)=[O:13].